From a dataset of Reaction yield outcomes from USPTO patents with 853,638 reactions. Predict the reaction yield, written as a fraction of the theoretical maximum amount of product (1.0 means a 100% yield; for example, 0.34 means a 34% yield). (1) The reactants are [CH2:1]([O:3][C:4](=[O:18])[C:5]1[CH:10]=[C:9]([N+:11]([O-:13])=[O:12])[CH:8]=[C:7]([N+:14]([O-:16])=[O:15])[C:6]=1[CH3:17])[CH3:2].CO[CH:21]([N:24]([CH3:26])[CH3:25])OC. The product is [CH2:1]([O:3][C:4](=[O:18])[C:5]1[CH:10]=[C:9]([N+:11]([O-:13])=[O:12])[CH:8]=[C:7]([N+:14]([O-:16])=[O:15])[C:6]=1[CH:17]=[CH:21][N:24]([CH3:26])[CH3:25])[CH3:2]. The yield is 0.480. The catalyst is CN(C=O)C. (2) The reactants are [BH4-].[Na+].[CH2:3]([O:5][C:6](=[O:36])[C:7]([NH:32][C:33](=[O:35])[CH3:34])([CH:13]1[CH2:22][CH2:21][C:20]2[C:15](=[CH:16][CH:17]=[C:18]([CH2:23][CH2:24][CH2:25][CH2:26][CH2:27][CH2:28][CH2:29][CH3:30])[CH:19]=2)[C:14]1=[O:31])[C:8]([O:10][CH2:11][CH3:12])=[O:9])[CH3:4]. The catalyst is C(O)C. The product is [CH2:3]([O:5][C:6](=[O:36])[C:7]([NH:32][C:33](=[O:35])[CH3:34])([CH:13]1[CH2:22][CH2:21][C:20]2[C:15](=[CH:16][CH:17]=[C:18]([CH2:23][CH2:24][CH2:25][CH2:26][CH2:27][CH2:28][CH2:29][CH3:30])[CH:19]=2)[CH:14]1[OH:31])[C:8]([O:10][CH2:11][CH3:12])=[O:9])[CH3:4]. The yield is 0.750. (3) The reactants are P([O-])([O-])([O-])=O.[K+].[K+].[K+].Cl[C:10]1[CH:11]=[CH:12][C:13]2[N:19]3[CH2:20][C@H:16]([CH2:17][CH2:18]3)[N:15]([C:21]([NH:23][C:24]3[CH:29]=[N:28][CH:27]=[CH:26][N:25]=3)=[O:22])[C:14]=2[N:30]=1.[CH3:31][C:32]1[CH:36]=[C:35](B2OC(C)(C)C(C)(C)O2)[NH:34][N:33]=1.CC(C1C=C(C(C)C)C(C2C=CC=CC=2P(C2CCCCC2)C2CCCCC2)=C(C(C)C)C=1)C. The catalyst is O1CCOCC1.O.C1C=CC(/C=C/C(/C=C/C2C=CC=CC=2)=O)=CC=1.C1C=CC(/C=C/C(/C=C/C2C=CC=CC=2)=O)=CC=1.C1C=CC(/C=C/C(/C=C/C2C=CC=CC=2)=O)=CC=1.[Pd].[Pd]. The product is [CH3:31][C:32]1[CH:36]=[C:35]([C:10]2[CH:11]=[CH:12][C:13]3[N:19]4[CH2:20][C@H:16]([CH2:17][CH2:18]4)[N:15]([C:21]([NH:23][C:24]4[CH:29]=[N:28][CH:27]=[CH:26][N:25]=4)=[O:22])[C:14]=3[N:30]=2)[NH:34][N:33]=1. The yield is 0.445. (4) The reactants are [S:1]1[CH:5]=[CH:4][CH:3]=[C:2]1[C:6](Cl)=[O:7].[NH2:9][C:10]1[CH:11]=[C:12]([C:16]2[C:20]([Br:21])=[CH:19][N:18]([CH3:22])[N:17]=2)[CH:13]=[CH:14][CH:15]=1.C(N(CC)CC)C. The catalyst is C(Cl)Cl. The product is [Br:21][C:20]1[C:16]([C:12]2[CH:11]=[C:10]([NH:9][C:6]([C:2]3[S:1][CH:5]=[CH:4][CH:3]=3)=[O:7])[CH:15]=[CH:14][CH:13]=2)=[N:17][N:18]([CH3:22])[CH:19]=1. The yield is 0.680. (5) The yield is 0.910. The reactants are Cl[CH:2]([C:4]1[CH:9]=[CH:8][CH:7]=[CH:6][C:5]=1[NH:10][C:11](=O)OC(C)(C)C)C.C(=O)C1C=CC=CC=1. No catalyst specified. The product is [NH:10]1[C:5]2[C:4](=[CH:9][CH:8]=[CH:7][CH:6]=2)[CH:2]=[CH:11]1. (6) The product is [C:1]([O:5][C:6](=[O:7])[NH:8][CH:9]([C:28](=[O:32])[N:29]([CH3:31])[CH3:30])[CH2:10][C:11]1[CH:16]=[CH:15][C:14]([C:17]2[CH:22]=[CH:21][C:20]([CH2:23][CH2:24][C:25](=[O:27])[NH2:35])=[CH:19][CH:18]=2)=[CH:13][CH:12]=1)([CH3:2])([CH3:4])[CH3:3]. The catalyst is C(Cl)Cl. The yield is 0.920. The reactants are [C:1]([O:5][C:6]([NH:8][CH:9]([C:28](=[O:32])[N:29]([CH3:31])[CH3:30])[CH2:10][C:11]1[CH:16]=[CH:15][C:14]([C:17]2[CH:22]=[CH:21][C:20]([CH2:23][CH2:24][C:25]([OH:27])=O)=[CH:19][CH:18]=2)=[CH:13][CH:12]=1)=[O:7])([CH3:4])([CH3:3])[CH3:2].C([N:35](CC)CC)C.CN([P+](ON1N=NC2C=CC=CC1=2)(N(C)C)N(C)C)C.F[P-](F)(F)(F)(F)F. (7) The reactants are [OH:1][C:2]1[CH:20]=[CH:19][C:5]([CH2:6][NH:7][C:8](=[O:18])[C:9]2[CH:14]=[CH:13][C:12]([N+:15]([O-:17])=[O:16])=[CH:11][CH:10]=2)=[CH:4][CH:3]=1.[CH2:21]([O:28][C:29]1[CH:37]=[CH:36][C:32]([C:33](Cl)=[O:34])=[CH:31][CH:30]=1)[CH2:22][CH2:23][CH2:24][CH2:25][CH2:26][CH3:27]. The catalyst is C(Cl)Cl. The product is [CH2:21]([O:28][C:29]1[CH:30]=[CH:31][C:32]([C:33]([O:1][C:2]2[CH:3]=[CH:4][C:5]([CH2:6][NH:7][C:8](=[O:18])[C:9]3[CH:14]=[CH:13][C:12]([N+:15]([O-:17])=[O:16])=[CH:11][CH:10]=3)=[CH:19][CH:20]=2)=[O:34])=[CH:36][CH:37]=1)[CH2:22][CH2:23][CH2:24][CH2:25][CH2:26][CH3:27]. The yield is 0.730. (8) The reactants are [F:1][C:2]1[CH:3]=[C:4]([O:9][C:10]2[CH:15]=[CH:14][C:13]([CH:16]=[CH2:17])=[CH:12][CH:11]=2)[CH:5]=[CH:6][C:7]=1[CH3:8].B1C2CCCC1CCC2.[OH-:27].[Na+].OO. The catalyst is C1COCC1. The product is [F:1][C:2]1[CH:3]=[C:4]([O:9][C:10]2[CH:15]=[CH:14][C:13]([CH2:16][CH2:17][OH:27])=[CH:12][CH:11]=2)[CH:5]=[CH:6][C:7]=1[CH3:8]. The yield is 1.05. (9) The reactants are [Br:1][C:2]1[CH:7]=[CH:6][N:5]=[C:4]([CH3:8])[CH:3]=1.[Cl:9][C:10]1[CH:20]=[CH:19][C:13]([C:14](OCC)=[O:15])=[CH:12][CH:11]=1.C[Si](C)(C)N[Si](C)(C)C.[Li]. The catalyst is O1CCCC1.C(OCC)(=O)C.O. The product is [Br:1][C:2]1[CH:7]=[CH:6][N:5]=[C:4]([CH2:8][C:14]([C:13]2[CH:19]=[CH:20][C:10]([Cl:9])=[CH:11][CH:12]=2)=[O:15])[CH:3]=1. The yield is 0.930. (10) The reactants are C1(COC(=O)[NH:10][C@@H:11]([CH2:27][CH:28]2[CH2:33][CH2:32][CH2:31][CH2:30][CH2:29]2)[C:12]([NH:14][CH2:15][CH2:16][CH2:17][N:18]([C:20]([O:22][C:23]([CH3:26])([CH3:25])[CH3:24])=[O:21])[CH3:19])=[O:13])C=CC=CC=1. The catalyst is CO.[Pd]. The product is [CH:28]1([CH2:27][C@@H:11]([C:12]([NH:14][CH2:15][CH2:16][CH2:17][N:18]([CH3:19])[C:20](=[O:21])[O:22][C:23]([CH3:24])([CH3:25])[CH3:26])=[O:13])[NH2:10])[CH2:33][CH2:32][CH2:31][CH2:30][CH2:29]1. The yield is 1.00.